From a dataset of Forward reaction prediction with 1.9M reactions from USPTO patents (1976-2016). Predict the product of the given reaction. (1) Given the reactants [C:1]([O:5][C:6](=[O:30])[NH:7][C:8]1[CH:13]=[C:12]([N:14]([CH3:23])[C:15]2[CH:20]=[CH:19][N:18]=[C:17]([S:21][CH3:22])[N:16]=2)[N:11]=[C:10]([C:24]2[CH:29]=[CH:28][CH:27]=[CH:26][CH:25]=2)[N:9]=1)([CH3:4])([CH3:3])[CH3:2].ClC1C=C(C=CC=1)C(OO)=[O:36], predict the reaction product. The product is: [C:1]([O:5][C:6](=[O:30])[NH:7][C:8]1[CH:13]=[C:12]([N:14]([CH3:23])[C:15]2[CH:20]=[CH:19][N:18]=[C:17]([S:21]([CH3:22])=[O:36])[N:16]=2)[N:11]=[C:10]([C:24]2[CH:25]=[CH:26][CH:27]=[CH:28][CH:29]=2)[N:9]=1)([CH3:4])([CH3:2])[CH3:3]. (2) Given the reactants C[Si](Cl)(C)C.[CH3:6][C:7]1[N:8]=[C:9]([NH:19]C(=O)C)[S:10][C:11]=1[C:12]1[CH:17]=[CH:16][N:15]=[C:14]([CH3:18])[N:13]=1.Cl, predict the reaction product. The product is: [CH3:6][C:7]1[N:8]=[C:9]([NH2:19])[S:10][C:11]=1[C:12]1[CH:17]=[CH:16][N:15]=[C:14]([CH3:18])[N:13]=1. (3) Given the reactants [Cl:1][C:2]1[CH:27]=[CH:26][C:5]([CH2:6][N:7]2[C:15]3[C:10](=[CH:11][C:12]([CH:16]=[C:17]4[S:21][C:20](SCC)=[N:19][C:18]4=[O:25])=[CH:13][CH:14]=3)[CH:9]=[N:8]2)=[C:4]([C:28]([F:31])([F:30])[F:29])[CH:3]=1.[CH3:32][N:33]1[CH2:38][CH2:37][NH:36][C@H:35]([CH3:39])[CH2:34]1, predict the reaction product. The product is: [Cl:1][C:2]1[CH:27]=[CH:26][C:5]([CH2:6][N:7]2[C:15]3[C:10](=[CH:11][C:12]([CH:16]=[C:17]4[S:21][C:20]([N:36]5[CH2:37][CH2:38][N:33]([CH3:32])[CH2:34][C@H:35]5[CH3:39])=[N:19][C:18]4=[O:25])=[CH:13][CH:14]=3)[CH:9]=[N:8]2)=[C:4]([C:28]([F:31])([F:30])[F:29])[CH:3]=1. (4) Given the reactants C([O:3][C:4]([C:6]1[N:10]2[CH2:11][CH2:12][CH2:13][CH2:14][C:9]2=[N:8][C:7]=1[N:15]([CH2:25][CH2:26][CH2:27][CH3:28])[C:16](=[O:24])[C:17]1[CH:22]=[CH:21][CH:20]=[C:19]([Cl:23])[CH:18]=1)=[O:5])C, predict the reaction product. The product is: [CH2:25]([N:15]([C:16](=[O:24])[C:17]1[CH:22]=[CH:21][CH:20]=[C:19]([Cl:23])[CH:18]=1)[C:7]1[N:8]=[C:9]2[CH2:14][CH2:13][CH2:12][CH2:11][N:10]2[C:6]=1[C:4]([OH:5])=[O:3])[CH2:26][CH2:27][CH3:28].